Predict the reactants needed to synthesize the given product. From a dataset of Full USPTO retrosynthesis dataset with 1.9M reactions from patents (1976-2016). (1) Given the product [NH2:17][C:14]1[CH:13]=[CH:12][C:11]([C:9]([NH:8][CH2:7][CH:1]2[CH2:6][CH2:5][CH2:4][CH2:3][CH2:2]2)=[O:10])=[CH:16][CH:15]=1, predict the reactants needed to synthesize it. The reactants are: [CH:1]1([CH2:7][NH:8][C:9]([C:11]2[CH:16]=[CH:15][C:14]([NH:17]C(=O)OC(C)(C)C)=[CH:13][CH:12]=2)=[O:10])[CH2:6][CH2:5][CH2:4][CH2:3][CH2:2]1.C(Cl)Cl.FC(F)(F)C(O)=O. (2) Given the product [NH2:1][C:2]1[CH:3]=[N:4][N:5]([C:7]2[N:15]=[C:14]3[C:10]([N:11]=[CH:12][N:13]3[C@@H:16]3[CH2:20][C@H:19]([NH:21][C:22](=[O:25])[CH2:23][CH3:44])[C@@H:18]([OH:26])[C@H:17]3[OH:27])=[C:9]([NH:28][CH2:29][CH:30]([C:37]3[CH:42]=[CH:41][CH:40]=[CH:39][CH:38]=3)[C:31]3[CH:32]=[CH:33][CH:34]=[CH:35][CH:36]=3)[N:8]=2)[CH:6]=1, predict the reactants needed to synthesize it. The reactants are: [NH2:1][C:2]1[CH:3]=[N:4][N:5]([C:7]2[N:15]=[C:14]3[C:10]([N:11]=[CH:12][N:13]3[C@@H:16]3[CH2:20][C@H:19]([NH:21][C:22](=[O:25])[CH2:23]O)[C@@H:18]([OH:26])[C@H:17]3[OH:27])=[C:9]([NH:28][CH2:29][CH:30]([C:37]3[CH:42]=[CH:41][CH:40]=[CH:39][CH:38]=3)[C:31]3[CH:36]=[CH:35][CH:34]=[CH:33][CH:32]=3)[N:8]=2)[CH:6]=1.Cl[C:44]1N=C2C(N=CN2[C@@H]2C[C@H](NC(=O)CC)[C@@H](O)[C@H]2O)=C(NCC(C2C=CC=CC=2)C2C=CC=CC=2)N=1.ClC1N=C2C(N=CN2[C@@H]2C[C@H](NC(COC(=O)C)=O)[C@@H](O)[C@H]2O)=C(NCC(C2C=CC=CC=2)C2C=CC=CC=2)N=1. (3) Given the product [C:11]([C:8]1[N:6]2[N:7]=[C:2]([NH:44][C:43]3[CH:45]=[C:46]([N:48]4[C:52]([CH3:53])=[N:51][N:50]=[N:49]4)[CH:47]=[C:41]([O:40][CH3:39])[CH:42]=3)[CH:3]=[C:4]([NH:13][C:14]3[CH:15]=[C:16]([CH:27]=[CH:28][CH:29]=3)[C:17]([N:19]([CH3:26])[CH:20]3[CH2:24][CH2:23][N:22]([CH3:25])[CH2:21]3)=[O:18])[C:5]2=[N:10][CH:9]=1)#[N:12], predict the reactants needed to synthesize it. The reactants are: Cl[C:2]1[CH:3]=[C:4]([N:13](CC2C=CC(OC)=CC=2)[C:14]2[CH:15]=[C:16]([CH:27]=[CH:28][CH:29]=2)[C:17]([N:19]([CH3:26])[CH:20]2[CH2:24][CH2:23][N:22]([CH3:25])[CH2:21]2)=[O:18])[C:5]2[N:6]([C:8]([C:11]#[N:12])=[CH:9][N:10]=2)[N:7]=1.[CH3:39][O:40][C:41]1[CH:42]=[C:43]([CH:45]=[C:46]([N:48]2[C:52]([CH3:53])=[N:51][N:50]=[N:49]2)[CH:47]=1)[NH2:44].CO. (4) Given the product [F:10][C:3]1[C:2]([C:19]2[CH:20]=[N:21][CH:22]=[CH:23][C:18]=2[CH3:17])=[CH:9][CH:8]=[CH:7][C:4]=1[C:5]#[N:6], predict the reactants needed to synthesize it. The reactants are: Br[C:2]1[C:3]([F:10])=[C:4]([CH:7]=[CH:8][CH:9]=1)[C:5]#[N:6].C(=O)([O-])[O-].[Na+].[Na+].[CH3:17][C:18]1[CH:23]=[CH:22][N:21]=[CH:20][C:19]=1B(O)O.COCCOC. (5) Given the product [F:33][C:34]1[CH:35]=[CH:36][C:37]([C:40]2([OH:49])[CH2:47][CH:46]3[CH:42]([CH2:43][CH:6]([NH:7][CH2:8][C:9]([N:11]4[CH2:15][CH2:14][CH2:13][CH:12]4[C:16]#[N:17])=[O:10])[CH2:45]3)[CH2:41]2)=[CH:38][CH:39]=1, predict the reactants needed to synthesize it. The reactants are: C(O[C:6](=O)[NH:7][CH2:8][C:9]([N:11]1[CH2:15][CH2:14][CH2:13][CH:12]1[C:16]#[N:17])=[O:10])(C)(C)C.FC(F)(F)C(O)=O.C(N(CC)CC)C.[F:33][C:34]1[CH:39]=[CH:38][C:37]([C:40]2([OH:49])[CH2:47][CH:46]3[CH:42]([CH2:43]C(=O)[CH2:45]3)[CH2:41]2)=[CH:36][CH:35]=1.C(O[BH-](OC(=O)C)OC(=O)C)(=O)C.[Na+]. (6) Given the product [NH2:1][C@@H:2]([CH2:29][C:30]1[CH:31]=[CH:32][C:33]([C:36]2[CH:41]=[CH:40][CH:39]=[CH:38][N:37]=2)=[CH:34][CH:35]=1)[CH2:3][C@H:4]([OH:28])[C@@H:5]([N:13]([CH2:21][C:22]1[CH:23]=[CH:24][CH:25]=[CH:26][CH:27]=1)[CH2:14][C:15]1[CH:20]=[CH:19][CH:18]=[CH:17][CH:16]=1)[CH2:6][C:7]1[CH:8]=[CH:9][CH:10]=[CH:11][CH:12]=1, predict the reactants needed to synthesize it. The reactants are: [NH2:1][C:2]([CH2:29][C:30]1[CH:35]=[CH:34][C:33]([C:36]2[CH:41]=[CH:40][CH:39]=[CH:38][N:37]=2)=[CH:32][CH:31]=1)=[CH:3][C:4](=[O:28])[C@@H:5]([N:13]([CH2:21][C:22]1[CH:27]=[CH:26][CH:25]=[CH:24][CH:23]=1)[CH2:14][C:15]1[CH:20]=[CH:19][CH:18]=[CH:17][CH:16]=1)[CH2:6][C:7]1[CH:12]=[CH:11][CH:10]=[CH:9][CH:8]=1.CS(O)(=O)=O.O([BH-](OC(C)=O)OC(C)=O)C(C)=O.[Na+].N(CCO)(CCO)CCO.[BH4-].[Na+].